This data is from Full USPTO retrosynthesis dataset with 1.9M reactions from patents (1976-2016). The task is: Predict the reactants needed to synthesize the given product. Given the product [F:1][C:2]1[CH:10]=[CH:9][C:5]([C:6]([Cl:14])=[O:7])=[CH:4][C:3]=1[CH3:11], predict the reactants needed to synthesize it. The reactants are: [F:1][C:2]1[CH:10]=[CH:9][C:5]([C:6](O)=[O:7])=[CH:4][C:3]=1[CH3:11].S(Cl)([Cl:14])=O.